Dataset: Forward reaction prediction with 1.9M reactions from USPTO patents (1976-2016). Task: Predict the product of the given reaction. (1) Given the reactants [NH2:1][C:2]1[CH:7]=[CH:6][C:5]([F:8])=[CH:4][N:3]=1.C(O)C.[I:12]I.C(=O)([O-])[O-].[Na+].[Na+], predict the reaction product. The product is: [NH2:1][C:2]1[C:7]([I:12])=[CH:6][C:5]([F:8])=[CH:4][N:3]=1. (2) Given the reactants [CH3:1][O:2][CH2:3][C:4]([NH:6][C:7]1[CH:12]=[CH:11][CH:10]=[C:9]([C:13]2[C:21]3[C:16](=[CH:17][CH:18]=[C:19]([C:22]4[N:26]=[CH:25][N:24](C(C5C=CC=CC=5)(C5C=CC=CC=5)C5C=CC=CC=5)[N:23]=4)[CH:20]=3)[N:15](C3CCCCO3)[N:14]=2)[CH:8]=1)=[O:5], predict the reaction product. The product is: [NH:24]1[CH:25]=[N:26][C:22]([C:19]2[CH:20]=[C:21]3[C:16](=[CH:17][CH:18]=2)[NH:15][N:14]=[C:13]3[C:9]2[CH:8]=[C:7]([NH:6][C:4](=[O:5])[CH2:3][O:2][CH3:1])[CH:12]=[CH:11][CH:10]=2)=[N:23]1.